This data is from Catalyst prediction with 721,799 reactions and 888 catalyst types from USPTO. The task is: Predict which catalyst facilitates the given reaction. Reactant: C([O:14][C:15]1[C:16]2[C:35](=[O:36])[N:34]([CH2:37][C:38]3[CH:43]=[CH:42][C:41]([F:44])=[CH:40][CH:39]=3)[CH2:33][C:17]=2[C:18]([C:25]2[C:30]([F:31])=[CH:29][CH:28]=[CH:27][C:26]=2[F:32])=[C:19]2[C:24]=1[N:23]=[CH:22][CH:21]=[CH:20]2)(C1C=CC=CC=1)C1C=CC=CC=1.[F:45][C:46]([F:51])([F:50])[C:47]([OH:49])=[O:48].C([SiH](CC)CC)C. Product: [F:32][C:26]1[CH:27]=[CH:28][CH:29]=[C:30]([F:31])[C:25]=1[C:18]1[C:17]2[CH2:33][N:34]([CH2:37][C:38]3[CH:43]=[CH:42][C:41]([F:44])=[CH:40][CH:39]=3)[C:35](=[O:36])[C:16]=2[C:15]([OH:14])=[C:24]2[C:19]=1[CH:20]=[CH:21][CH:22]=[N:23]2.[C:47]([OH:49])([C:46]([F:51])([F:50])[F:45])=[O:48]. The catalyst class is: 4.